Dataset: Catalyst prediction with 721,799 reactions and 888 catalyst types from USPTO. Task: Predict which catalyst facilitates the given reaction. (1) Reactant: [C:1]([NH:4][N:5]1[CH2:10][C:9]([CH:11]([OH:13])[CH3:12])=[N:8][N:7]([C:14]([O:16][C:17]([CH3:20])([CH3:19])[CH3:18])=[O:15])[C:6]1=[O:21])(=[O:3])[CH3:2].C([O-])(O)=O.[Na+].[Na+].[Br-].[O-]Cl.[Na+].[O-]S([O-])=O.[Na+].[Na+]. Product: [C:1]([NH:4][N:5]1[CH2:10][C:9]([C:11](=[O:13])[CH3:12])=[N:8][N:7]([C:14]([O:16][C:17]([CH3:20])([CH3:19])[CH3:18])=[O:15])[C:6]1=[O:21])(=[O:3])[CH3:2]. The catalyst class is: 84. (2) Reactant: [F:1][C:2]1[CH:7]=[CH:6][C:5]([C:8]2[CH:9]([C:20]3[CH:25]=[CH:24][C:23]([I:26])=[CH:22][CH:21]=3)[O:10][C:11]3[C:16]([C:17]=2[CH3:18])=[CH:15][CH:14]=[C:13]([OH:19])[CH:12]=3)=[CH:4][CH:3]=1.[O:27]1[CH:32]=[CH:31][CH2:30][CH2:29][CH2:28]1.CC1C=CC(S([O-])(=O)=O)=CC=1.C1C=C[NH+]=CC=1. Product: [F:1][C:2]1[CH:7]=[CH:6][C:5]([C:8]2[CH:9]([C:20]3[CH:21]=[CH:22][C:23]([I:26])=[CH:24][CH:25]=3)[O:10][C:11]3[C:16]([C:17]=2[CH3:18])=[CH:15][CH:14]=[C:13]([O:19][CH:28]2[CH2:29][CH2:30][CH2:31][CH2:32][O:27]2)[CH:12]=3)=[CH:4][CH:3]=1. The catalyst class is: 2. (3) Reactant: [Cl:1][C:2]1[CH:3]=[C:4]([NH:17][C:18]2[N:19]=[CH:20][N:21]=[C:22]3[S:39][C:25]4[C:26]5[C:30]([CH2:31][CH2:32][C:24]=4[C:23]=23)=[N:29][N:28]([CH:33]2[CH2:38][CH2:37][NH:36][CH2:35][CH2:34]2)[CH:27]=5)[CH:5]=[CH:6][C:7]=1[O:8][CH2:9][C:10]1[CH:15]=[CH:14][CH:13]=[C:12]([F:16])[CH:11]=1.[CH3:40][C:41]([CH3:43])=O.C(O[BH-](OC(=O)C)OC(=O)C)(=O)C.[Na+].C(O)(=O)C. Product: [Cl:1][C:2]1[CH:3]=[C:4]([NH:17][C:18]2[N:19]=[CH:20][N:21]=[C:22]3[S:39][C:25]4[C:26]5[C:30]([CH2:31][CH2:32][C:24]=4[C:23]=23)=[N:29][N:28]([CH:33]2[CH2:38][CH2:37][N:36]([CH:41]([CH3:43])[CH3:40])[CH2:35][CH2:34]2)[CH:27]=5)[CH:5]=[CH:6][C:7]=1[O:8][CH2:9][C:10]1[CH:15]=[CH:14][CH:13]=[C:12]([F:16])[CH:11]=1. The catalyst class is: 1. (4) Reactant: [NH2:1][C:2]1[CH:21]=[CH:20][C:5]([O:6][C:7]2[CH:12]=[CH:11][N:10]=[C:9]([NH2:13])[C:8]=2[NH:14][C:15](=[O:19])[O:16][CH2:17][CH3:18])=[CH:4][C:3]=1[F:22].[H-].[Na+].[CH3:25]I. Product: [NH2:1][C:2]1[CH:21]=[CH:20][C:5]([O:6][C:7]2[CH:12]=[CH:11][N:10]=[C:9]([NH2:13])[C:8]=2[N:14]([CH3:25])[C:15](=[O:19])[O:16][CH2:17][CH3:18])=[CH:4][C:3]=1[F:22]. The catalyst class is: 1. (5) Product: [C:1]([O:4][CH2:5][C:6]1[N:7]([C:23]2[CH:28]=[CH:27][CH:26]=[C:25]([C:29]([NH2:31])=[O:30])[CH:24]=2)[C:8](=[O:22])[C:9]([Cl:32])=[C:10]([O:12][CH2:13][C:14]2[CH:19]=[CH:18][C:17]([F:20])=[CH:16][C:15]=2[F:21])[CH:11]=1)(=[O:3])[CH3:2]. Reactant: [C:1]([O:4][CH2:5][C:6]1[N:7]([C:23]2[CH:28]=[CH:27][CH:26]=[C:25]([C:29]([NH2:31])=[O:30])[CH:24]=2)[C:8](=[O:22])[CH:9]=[C:10]([O:12][CH2:13][C:14]2[CH:19]=[CH:18][C:17]([F:20])=[CH:16][C:15]=2[F:21])[CH:11]=1)(=[O:3])[CH3:2].[Cl:32]N1C(=O)CCC1=O.ClC(Cl)C(O)=O. The catalyst class is: 268. (6) Reactant: [N+]([C:4]1[CH:33]=[CH:32][CH:31]=[CH:30][C:5]=1[C:6]([NH:8][CH:9]([C:11]1[N:16]=[N:15][C:14]([NH:17][C:18]2[CH:23]=[C:22]([O:24][CH3:25])[C:21]([O:26][CH3:27])=[C:20]([O:28][CH3:29])[CH:19]=2)=[N:13][CH:12]=1)[CH3:10])=[O:7])([O-])=O.NC(C1N=NC(NC2C=C(OC)C(OC)=C(OC)C=2)=NC=1)C.C(N(CC)CC)C.C(Cl)(=O)C1C=CC=CC=1. Product: [CH3:29][O:28][C:20]1[CH:19]=[C:18]([NH:17][C:14]2[N:15]=[N:16][C:11]([CH:9]([NH:8][C:6](=[O:7])[C:5]3[CH:4]=[CH:33][CH:32]=[CH:31][CH:30]=3)[CH3:10])=[CH:12][N:13]=2)[CH:23]=[C:22]([O:24][CH3:25])[C:21]=1[O:26][CH3:27]. The catalyst class is: 4. (7) Reactant: [C:1]1([S:7]([N:10]([C:20]2[O:24][N:23]=[C:22]([C:25]([CH3:28])([CH3:27])[CH3:26])[C:21]=2[Br:29])S(C2C=CC=CC=2)(=O)=O)(=[O:9])=[O:8])[CH:6]=[CH:5][CH:4]=[CH:3][CH:2]=1.[OH-].[Na+]. Product: [Br:29][C:21]1[C:22]([C:25]([CH3:28])([CH3:27])[CH3:26])=[N:23][O:24][C:20]=1[NH:10][S:7]([C:1]1[CH:6]=[CH:5][CH:4]=[CH:3][CH:2]=1)(=[O:9])=[O:8]. The catalyst class is: 5. (8) Reactant: C([Li])CCC.[N:6]1([C:11]2[CH:31]=[CH:30][C:14]([CH2:15][C:16]3[C:17]([O:28][CH3:29])=[N:18][C:19]4[C:24]([C:25]=3[Cl:26])=[CH:23][C:22](Br)=[CH:21][CH:20]=4)=[CH:13][CH:12]=2)[CH:10]=[CH:9][CH:8]=[N:7]1.[CH3:32][N:33]1[C:37]([CH:38]=[O:39])=[CH:36][N:35]=[C:34]1[CH3:40].O. Product: [N:6]1([C:11]2[CH:31]=[CH:30][C:14]([CH2:15][C:16]3[C:17]([O:28][CH3:29])=[N:18][C:19]4[C:24]([C:25]=3[Cl:26])=[CH:23][C:22]([CH:38]([C:37]3[N:33]([CH3:32])[C:34]([CH3:40])=[N:35][CH:36]=3)[OH:39])=[CH:21][CH:20]=4)=[CH:13][CH:12]=2)[CH:10]=[CH:9][CH:8]=[N:7]1. The catalyst class is: 7. (9) Reactant: Cl.[F:2][C:3]1[CH:16]=[CH:15][C:6]([C:7]([CH:9]2[CH2:14][CH2:13][NH:12][CH2:11][CH2:10]2)=[O:8])=[CH:5][CH:4]=1.[C:17](O[C:17]([O:19][C:20]([CH3:23])([CH3:22])[CH3:21])=[O:18])([O:19][C:20]([CH3:23])([CH3:22])[CH3:21])=[O:18].C([O-])([O-])=O.[Na+].[Na+]. Product: [F:2][C:3]1[CH:4]=[CH:5][C:6]([C:7]([CH:9]2[CH2:14][CH2:13][N:12]([C:17]([O:19][C:20]([CH3:23])([CH3:22])[CH3:21])=[O:18])[CH2:11][CH2:10]2)=[O:8])=[CH:15][CH:16]=1. The catalyst class is: 90.